The task is: Predict the product of the given reaction.. This data is from Forward reaction prediction with 1.9M reactions from USPTO patents (1976-2016). (1) Given the reactants [Cl:1][C:2]1[CH:19]=[C:18]([O:20][CH3:21])[CH:17]=[C:16]([Cl:22])[C:3]=1[CH2:4][N:5]1C(=O)C2C(=CC=CC=2)C1=O.O.NN, predict the reaction product. The product is: [ClH:1].[Cl:1][C:2]1[CH:19]=[C:18]([O:20][CH3:21])[CH:17]=[C:16]([Cl:22])[C:3]=1[CH2:4][NH2:5]. (2) Given the reactants Cl.[C:2]1([C:8]2[CH:17]=[CH:16][C:15]3[C:10](=[CH:11][C:12]([C:18](O)=[O:19])=[CH:13][CH:14]=3)[N:9]=2)[CH:7]=[CH:6][CH:5]=[CH:4][CH:3]=1.[H-].[H-].[H-].[H-].[Li+].[Al+3], predict the reaction product. The product is: [C:2]1([C:8]2[CH:17]=[CH:16][C:15]3[C:10](=[CH:11][C:12]([CH2:18][OH:19])=[CH:13][CH:14]=3)[N:9]=2)[CH:3]=[CH:4][CH:5]=[CH:6][CH:7]=1. (3) Given the reactants [OH:1][C:2]1[CH:3]=[C:4]([CH2:8][C:9]([NH:11][NH:12][C:13](=[O:30])[C:14]2[CH:19]=[CH:18][C:17]([O:20]CC3C=CC=CC=3)=[CH:16][C:15]=2[CH2:28][CH3:29])=[O:10])[CH:5]=[CH:6][CH:7]=1, predict the reaction product. The product is: [OH:1][C:2]1[CH:3]=[C:4]([CH2:8][C:9]([NH:11][NH:12][C:13](=[O:30])[C:14]2[CH:19]=[CH:18][C:17]([OH:20])=[CH:16][C:15]=2[CH2:28][CH3:29])=[O:10])[CH:5]=[CH:6][CH:7]=1. (4) Given the reactants Cl[C:2]1[N:10]=[C:9]2[C:5]([N:6]([CH2:20][C@H:21]3[CH2:26][CH2:25][C@H:24]([CH3:27])[CH2:23][CH2:22]3)[C:7]([C:11]3[CH:16]=[C:15]([CH:17]([CH3:19])[CH3:18])[CH:14]=[CH:13][N:12]=3)=[N:8]2)=[C:4]([NH:28][C@@H:29]([CH:31]2[CH2:34][CH2:33][CH2:32]2)[CH3:30])[N:3]=1.C([Sn](CCCC)(CCCC)[C:40]([O:42][CH2:43][CH3:44])=[CH2:41])CCC, predict the reaction product. The product is: [CH:31]1([C@H:29]([NH:28][C:4]2[N:3]=[C:2]([C:40]([O:42][CH2:43][CH3:44])=[CH2:41])[N:10]=[C:9]3[C:5]=2[N:6]([CH2:20][C@H:21]2[CH2:26][CH2:25][C@H:24]([CH3:27])[CH2:23][CH2:22]2)[C:7]([C:11]2[CH:16]=[C:15]([CH:17]([CH3:18])[CH3:19])[CH:14]=[CH:13][N:12]=2)=[N:8]3)[CH3:30])[CH2:32][CH2:33][CH2:34]1. (5) Given the reactants F[C:2]1[CH:28]=[CH:27][C:5]2[N:6]=[C:7]([C:9]3[C:10]([NH2:26])=[N:11][CH:12]=[C:13]([C:15]4[CH:16]=[N:17][N:18]([CH:20]5[CH2:25][CH2:24][NH:23][CH2:22][CH2:21]5)[CH:19]=4)[CH:14]=3)[S:8][C:4]=2[CH:3]=1.[Cl:29]C1SC2C(Cl)=CC=CC=2N=1, predict the reaction product. The product is: [Cl:29][C:3]1[C:4]2[S:8][C:7]([C:9]3[C:10]([NH2:26])=[N:11][CH:12]=[C:13]([C:15]4[CH:16]=[N:17][N:18]([CH:20]5[CH2:25][CH2:24][NH:23][CH2:22][CH2:21]5)[CH:19]=4)[CH:14]=3)=[N:6][C:5]=2[CH:27]=[CH:28][CH:2]=1. (6) Given the reactants [CH3:1][O:2][C:3]([C:5]1[S:6][C:7]([S:21][CH3:22])=[C:8]([S:10]([C:13]2[CH:14]=[N:15][C:16]([NH2:20])=[C:17](Br)[CH:18]=2)(=[O:12])=[O:11])[CH:9]=1)=[O:4].[CH3:23][C:24]1[CH:29]=[CH:28][CH:27]=[CH:26][C:25]=1B(O)O.C([O-])([O-])=O.[Na+].[Na+].C(O)C, predict the reaction product. The product is: [CH3:1][O:2][C:3]([C:5]1[S:6][C:7]([S:21][CH3:22])=[C:8]([S:10]([C:13]2[CH:14]=[N:15][C:16]([NH2:20])=[C:17]([C:25]3[CH:26]=[CH:27][CH:28]=[CH:29][C:24]=3[CH3:23])[CH:18]=2)(=[O:12])=[O:11])[CH:9]=1)=[O:4]. (7) The product is: [CH3:11][C:10]1([CH3:12])[S:9][CH2:8][CH2:7][N:6]([S:13]([C:16]2[CH:17]=[CH:18][C:19]([O:22][CH2:31][C:30]#[C:29][C:23]3[CH:28]=[CH:27][CH:26]=[CH:25][CH:24]=3)=[CH:20][CH:21]=2)(=[O:15])=[O:14])[C@H:5]1[C:3]([O:2][CH3:1])=[O:4]. Given the reactants [CH3:1][O:2][C:3]([CH:5]1[C:10]([CH3:12])([CH3:11])[S:9][CH2:8][CH2:7][N:6]1[S:13]([C:16]1[CH:21]=[CH:20][C:19]([OH:22])=[CH:18][CH:17]=1)(=[O:15])=[O:14])=[O:4].[C:23]1([C:29]#[C:30][CH2:31]O)[CH:28]=[CH:27][CH:26]=[CH:25][CH:24]=1, predict the reaction product.